This data is from NCI-60 drug combinations with 297,098 pairs across 59 cell lines. The task is: Regression. Given two drug SMILES strings and cell line genomic features, predict the synergy score measuring deviation from expected non-interaction effect. (1) Drug 1: C1CCC(C1)C(CC#N)N2C=C(C=N2)C3=C4C=CNC4=NC=N3. Drug 2: C1=NC2=C(N=C(N=C2N1C3C(C(C(O3)CO)O)F)Cl)N. Cell line: HCT-15. Synergy scores: CSS=25.4, Synergy_ZIP=-1.96, Synergy_Bliss=-3.31, Synergy_Loewe=-37.4, Synergy_HSA=-4.30. (2) Drug 1: C1=CC(=CC=C1CC(C(=O)O)N)N(CCCl)CCCl.Cl. Drug 2: CC1=C(C=C(C=C1)NC(=O)C2=CC=C(C=C2)CN3CCN(CC3)C)NC4=NC=CC(=N4)C5=CN=CC=C5. Cell line: OVCAR3. Synergy scores: CSS=17.3, Synergy_ZIP=-2.43, Synergy_Bliss=3.28, Synergy_Loewe=0.650, Synergy_HSA=0.540. (3) Drug 1: COC1=NC(=NC2=C1N=CN2C3C(C(C(O3)CO)O)O)N. Drug 2: C1CN1C2=NC(=NC(=N2)N3CC3)N4CC4. Cell line: SW-620. Synergy scores: CSS=34.1, Synergy_ZIP=3.96, Synergy_Bliss=3.54, Synergy_Loewe=-7.60, Synergy_HSA=8.17. (4) Drug 1: CCCCC(=O)OCC(=O)C1(CC(C2=C(C1)C(=C3C(=C2O)C(=O)C4=C(C3=O)C=CC=C4OC)O)OC5CC(C(C(O5)C)O)NC(=O)C(F)(F)F)O. Drug 2: C1=NC2=C(N1)C(=S)N=CN2. Cell line: HOP-92. Synergy scores: CSS=44.1, Synergy_ZIP=-7.85, Synergy_Bliss=-9.31, Synergy_Loewe=-4.35, Synergy_HSA=-1.96.